From a dataset of Catalyst prediction with 721,799 reactions and 888 catalyst types from USPTO. Predict which catalyst facilitates the given reaction. (1) Reactant: Br[C:2]1[CH:3]=[C:4]([C:7]([N:9]2[CH2:14][CH2:13][N:12]([C:15]([O:17][C:18]([CH3:21])([CH3:20])[CH3:19])=[O:16])[CH2:11][CH2:10]2)=[O:8])[NH:5][CH:6]=1.[Cl:22][C:23]1[CH:28]=[C:27]([Cl:29])[CH:26]=[CH:25][C:24]=1B(O)O.C([O-])([O-])=O.[Na+].[Na+]. Product: [Cl:22][C:23]1[CH:28]=[C:27]([Cl:29])[CH:26]=[CH:25][C:24]=1[C:2]1[CH:3]=[C:4]([C:7]([N:9]2[CH2:14][CH2:13][N:12]([C:15]([O:17][C:18]([CH3:21])([CH3:20])[CH3:19])=[O:16])[CH2:11][CH2:10]2)=[O:8])[NH:5][CH:6]=1. The catalyst class is: 70. (2) The catalyst class is: 5. Reactant: C(OC(=O)[NH:7][CH2:8][CH2:9][N:10]1[C:18]2[C:17]([NH:19][C:20]3[CH:21]=[C:22]4[C:26](=[CH:27][CH:28]=3)[N:25]([CH2:29][C:30]3[N:31]=[CH:32][S:33][CH:34]=3)[CH:24]=[CH:23]4)=[N:16][CH:15]=[N:14][C:13]=2[CH:12]=[CH:11]1)(C)(C)C.[ClH:36].CO. Product: [ClH:36].[ClH:36].[NH2:7][CH2:8][CH2:9][N:10]1[C:18]2[C:17]([NH:19][C:20]3[CH:21]=[C:22]4[C:26](=[CH:27][CH:28]=3)[N:25]([CH2:29][C:30]3[N:31]=[CH:32][S:33][CH:34]=3)[CH:24]=[CH:23]4)=[N:16][CH:15]=[N:14][C:13]=2[CH:12]=[CH:11]1. (3) Reactant: [Cl:1][CH2:2][C:3](Cl)=[O:4].[C:6]1([CH2:12][CH2:13][NH2:14])[CH:11]=[CH:10][CH:9]=[CH:8][CH:7]=1.C(=O)(O)[O-].[Na+]. Product: [Cl:1][CH2:2][C:3]([NH:14][CH2:13][CH2:12][C:6]1[CH:11]=[CH:10][CH:9]=[CH:8][CH:7]=1)=[O:4]. The catalyst class is: 4.